Dataset: Forward reaction prediction with 1.9M reactions from USPTO patents (1976-2016). Task: Predict the product of the given reaction. (1) Given the reactants [Br:1][C:2]1[S:6][C:5]([CH2:7][CH2:8][O:9][Si:10]([CH:17]([CH3:19])[CH3:18])([CH:14]([CH3:16])[CH3:15])[CH:11]([CH3:13])[CH3:12])=[CH:4][CH:3]=1.[Li+].CC([N-]C(C)C)C.C1C(=O)N([I:35])C(=O)C1, predict the reaction product. The product is: [Br:1][C:2]1[S:6][C:5]([CH2:7][CH2:8][O:9][Si:10]([CH:11]([CH3:13])[CH3:12])([CH:17]([CH3:19])[CH3:18])[CH:14]([CH3:16])[CH3:15])=[CH:4][C:3]=1[I:35]. (2) Given the reactants [CH:1]12[CH2:10][CH:5]3[CH2:6][CH:7]([CH2:9][CH:3]([CH2:4]3)[CH:2]1[NH:11][C:12]([C:14]1[CH:15]=[N:16][N:17]([C:23]3[CH:28]=[CH:27][C:26](Cl)=[C:25]([C:30]([F:33])([F:32])[F:31])[CH:24]=3)[C:18]=1[C:19]([CH3:22])([CH3:21])[CH3:20])=[O:13])[CH2:8]2.C12CC3CC(CC(C3)C1NC(C1C=NN(C3C=CC([C:60]([O:62][CH2:63][CH3:64])=[O:61])=CC=3C)C=1C(C)(C)C)=O)C2, predict the reaction product. The product is: [CH:1]12[CH2:10][CH:5]3[CH2:6][CH:7]([CH2:9][CH:3]([CH2:4]3)[CH:2]1[NH:11][C:12]([C:14]1[CH:15]=[N:16][N:17]([C:23]3[CH:28]=[CH:27][C:26]([C:60]([O:62][CH2:63][CH3:64])=[O:61])=[C:25]([C:30]([F:33])([F:32])[F:31])[CH:24]=3)[C:18]=1[C:19]([CH3:22])([CH3:21])[CH3:20])=[O:13])[CH2:8]2. (3) Given the reactants [F-].C([N+](CC[CH2:17][CH3:18])(CCCC)CCCC)CCC.O=C1[CH2:41][CH2:40][C@@:39]2([CH2:42][CH3:43])[C:22]([CH2:23]C[C@@H:25]3[C@@H:38]2[CH2:37][CH2:36][C@@:30]2([CH2:31][O:32][SiH](C)C)[C@H:26]3[CH2:27][CH2:28][C@@H:29]2C(C)(C)C)=C1.[O:48]1CCC[CH2:49]1, predict the reaction product. The product is: [O:48]=[C:49]1[CH2:41][CH2:40][C@@:39]2([CH2:42][CH3:43])[C:22]([CH2:17][CH2:18][C@@H:25]3[C@@H:38]2[CH2:37][CH2:36][C@@:30]2([CH3:29])[C@H:26]3[CH2:27][CH2:28][C@@H:31]2[OH:32])=[CH:23]1.